This data is from Forward reaction prediction with 1.9M reactions from USPTO patents (1976-2016). The task is: Predict the product of the given reaction. (1) Given the reactants [Cl:1][C:2]1[CH:3]=[C:4](/[CH:9]=[C:10](\[C:16]#[N:17])/[C:11]([O:13]CC)=O)[CH:5]=[CH:6][C:7]=1[Cl:8].[CH3:18][CH:19]([CH3:24])[CH2:20][C:21]([NH2:23])=[NH:22].C(=O)([O-])[O-].[K+].[K+], predict the reaction product. The product is: [Cl:1][C:2]1[CH:3]=[C:4]([C:9]2[N:23]=[C:21]([CH2:20][CH:19]([CH3:24])[CH3:18])[N:22]=[C:11]([OH:13])[C:10]=2[C:16]#[N:17])[CH:5]=[CH:6][C:7]=1[Cl:8]. (2) Given the reactants [Cl:1][C:2]1[CH:3]=[C:4]([CH:15]=[CH:16][CH:17]=1)[O:5][C:6]1[N:14]=[CH:13][CH:12]=[CH:11][C:7]=1[C:8]([OH:10])=O.N1C2C(=CC=CC=2)CCC1.[CH3:28][C:29]1[CH:30]=[C:31]2[C:36](=[CH:37][CH:38]=1)[NH:35][CH2:34][CH2:33][CH2:32]2, predict the reaction product. The product is: [Cl:1][C:2]1[CH:3]=[C:4]([CH:15]=[CH:16][CH:17]=1)[O:5][C:6]1[C:7]([C:8]([N:35]2[C:36]3[C:31](=[CH:30][C:29]([CH3:28])=[CH:38][CH:37]=3)[CH2:32][CH2:33][CH2:34]2)=[O:10])=[CH:11][CH:12]=[CH:13][N:14]=1. (3) Given the reactants [NH2:1][C:2]1[CH:7]=[CH:6][C:5]([CH3:8])=[CH:4][C:3]=1[OH:9].Br[CH2:11][C:12]([C:14]1[CH:19]=[CH:18][C:17]([O:20][C:21]([F:24])([F:23])[F:22])=[CH:16][CH:15]=1)=O, predict the reaction product. The product is: [CH3:8][C:5]1[CH:6]=[CH:7][C:2]2[N:1]=[C:12]([C:14]3[CH:15]=[CH:16][C:17]([O:20][C:21]([F:22])([F:23])[F:24])=[CH:18][CH:19]=3)[CH2:11][O:9][C:3]=2[CH:4]=1. (4) Given the reactants [C:1]([NH:4][C:5]1[S:6][C:7]([Cl:10])=[CH:8][N:9]=1)(=[O:3])[CH3:2].[H-].[Na+].[CH3:13][O:14][CH2:15][CH2:16]Br, predict the reaction product. The product is: [Cl:10][C:7]1[S:6][C:5](=[N:4][C:1](=[O:3])[CH3:2])[N:9]([CH2:16][CH2:15][O:14][CH3:13])[CH:8]=1. (5) The product is: [CH:24]1([C:21]2[CH:22]=[CH:23][C:8]([C:5]3[N:6]=[CH:7][C:2]([NH2:1])=[N:3][CH:4]=3)=[C:9]([F:28])[C:10]=2[O:11][CH2:12][C:13]2[CH:14]=[CH:15][C:16]([C:17]3[NH:31][N:30]=[N:29][N:18]=3)=[CH:19][CH:20]=2)[CH2:25][CH2:26][CH2:27]1. Given the reactants [NH2:1][C:2]1[N:3]=[CH:4][C:5]([C:8]2[C:9]([F:28])=[C:10]([C:21]([CH:24]3[CH2:27][CH2:26][CH2:25]3)=[CH:22][CH:23]=2)[O:11][CH2:12][C:13]2[CH:20]=[CH:19][C:16]([C:17]#[N:18])=[CH:15][CH:14]=2)=[N:6][CH:7]=1.[N-:29]=[N+:30]=[N-:31].[Na+].[NH4+].[Cl-], predict the reaction product. (6) Given the reactants [Li+].[OH-].C[O:4][C:5]([C:7]1[C:11]2[CH:12]=[CH:13][CH:14]=[CH:15][C:10]=2[S:9](=[O:17])(=[O:16])[N:8]=1)=[O:6], predict the reaction product. The product is: [C:5]([C:7]1[C:11]2[CH:12]=[CH:13][CH:14]=[CH:15][C:10]=2[S:9](=[O:17])(=[O:16])[N:8]=1)([OH:6])=[O:4]. (7) Given the reactants [F:1][CH:2]([F:33])[O:3][C:4]1[CH:5]=[C:6]2[C:10](=[CH:11][CH:12]=1)[N:9]([CH3:13])[N:8]=[C:7]2[C:14]1[N:15]=[C:16]2[C:22]([CH:23]=[O:24])=[CH:21][N:20]([CH2:25][O:26][CH2:27][CH2:28][Si:29]([CH3:32])([CH3:31])[CH3:30])[C:17]2=[N:18][CH:19]=1.S(=O)(=O)([OH:36])N.Cl([O-])=O.[Na+].OP([O-])(O)=O.[K+], predict the reaction product. The product is: [F:33][CH:2]([F:1])[O:3][C:4]1[CH:5]=[C:6]2[C:10](=[CH:11][CH:12]=1)[N:9]([CH3:13])[N:8]=[C:7]2[C:14]1[N:15]=[C:16]2[C:22]([C:23]([OH:36])=[O:24])=[CH:21][N:20]([CH2:25][O:26][CH2:27][CH2:28][Si:29]([CH3:30])([CH3:32])[CH3:31])[C:17]2=[N:18][CH:19]=1.